From a dataset of Peptide-MHC class I binding affinity with 185,985 pairs from IEDB/IMGT. Regression. Given a peptide amino acid sequence and an MHC pseudo amino acid sequence, predict their binding affinity value. This is MHC class I binding data. (1) The binding affinity (normalized) is 0.0847. The MHC is HLA-A03:01 with pseudo-sequence HLA-A03:01. The peptide sequence is QQLYTSPSF. (2) The peptide sequence is STSRSYMSF. The MHC is HLA-B38:01 with pseudo-sequence HLA-B38:01. The binding affinity (normalized) is 0.0847. (3) The peptide sequence is MRYTCLNSEK. The MHC is HLA-A68:01 with pseudo-sequence HLA-A68:01. The binding affinity (normalized) is 0.147. (4) The MHC is HLA-A01:01 with pseudo-sequence HLA-A01:01. The binding affinity (normalized) is 1.00. The peptide sequence is MTAASYARY. (5) The peptide sequence is QVGIFLICK. The MHC is HLA-A01:01 with pseudo-sequence HLA-A01:01. The binding affinity (normalized) is 0.0847. (6) The peptide sequence is YLYVDKNFI. The MHC is HLA-A02:02 with pseudo-sequence HLA-A02:02. The binding affinity (normalized) is 1.00. (7) The peptide sequence is YRATYSMAL. The MHC is BoLA-AW10 with pseudo-sequence BoLA-AW10. The binding affinity (normalized) is 0.0641.